Dataset: Reaction yield outcomes from USPTO patents with 853,638 reactions. Task: Predict the reaction yield, written as a fraction of the theoretical maximum amount of product (1.0 means a 100% yield; for example, 0.34 means a 34% yield). The reactants are [CH3:1][C:2]1([CH3:16])[CH2:10][C:9]2[NH:8][N:7]=[C:6]([C:11]([F:14])([F:13])[F:12])[C:5]=2[C:4](=[O:15])[CH2:3]1.[H-].[Na+].[OH:19][CH:20]([CH2:32][OH:33])[CH2:21][NH:22][C:23]1[CH:30]=[C:29](F)[CH:28]=[CH:27][C:24]=1[C:25]#[N:26].[NH4+].[Cl-]. The catalyst is CC(N(C)C)=O. The product is [OH:19][CH:20]([CH2:32][OH:33])[CH2:21][NH:22][C:23]1[CH:30]=[C:29]([N:8]2[C:9]3[CH2:10][C:2]([CH3:16])([CH3:1])[CH2:3][C:4](=[O:15])[C:5]=3[C:6]([C:11]([F:14])([F:13])[F:12])=[N:7]2)[CH:28]=[CH:27][C:24]=1[C:25]#[N:26]. The yield is 0.970.